From a dataset of Reaction yield outcomes from USPTO patents with 853,638 reactions. Predict the reaction yield, written as a fraction of the theoretical maximum amount of product (1.0 means a 100% yield; for example, 0.34 means a 34% yield). (1) The reactants are Cl.[C:2](Cl)(=[O:9])[C:3]1[CH:8]=[CH:7][N:6]=[CH:5][CH:4]=1.C(N(CC)CC)C.ClCCl.[Br:21][C:22]1[CH:28]=[CH:27][C:26]([C:29]([F:32])([F:31])[F:30])=[CH:25][C:23]=1[NH2:24]. The catalyst is O. The product is [Br:21][C:22]1[CH:28]=[CH:27][C:26]([C:29]([F:31])([F:32])[F:30])=[CH:25][C:23]=1[NH:24][C:2](=[O:9])[C:3]1[CH:8]=[CH:7][N:6]=[CH:5][CH:4]=1. The yield is 0.448. (2) The reactants are [Cl:1][C:2]1[N:7]=[C:6]([C:8](OCC)=[O:9])[C:5]([NH:13][CH2:14][C:15]([F:18])([F:17])[F:16])=[CH:4][N:3]=1.[NH3:19]. No catalyst specified. The product is [Cl:1][C:2]1[N:7]=[C:6]([C:8]([NH2:19])=[O:9])[C:5]([NH:13][CH2:14][C:15]([F:18])([F:17])[F:16])=[CH:4][N:3]=1. The yield is 0.500.